Dataset: Catalyst prediction with 721,799 reactions and 888 catalyst types from USPTO. Task: Predict which catalyst facilitates the given reaction. Reactant: [CH3:1][C:2]1[C:3]([C:8]([C:10]2[N:14]([CH3:15])[N:13]=[N:12][N:11]=2)=O)=[N:4][CH:5]=[CH:6][CH:7]=1.Cl.[NH2:17][OH:18]. Product: [CH3:15][N:14]1[C:10]([C:8]([C:3]2[C:2]([CH3:1])=[CH:7][CH:6]=[CH:5][N:4]=2)=[N:17][OH:18])=[N:11][N:12]=[N:13]1. The catalyst class is: 17.